The task is: Predict which catalyst facilitates the given reaction.. This data is from Catalyst prediction with 721,799 reactions and 888 catalyst types from USPTO. Reactant: C(O[C:6](=O)[NH:7][C:8]1[C:13]([CH3:14])=[CH:12][CH:11]=[CH:10][N:9]=1)(C)(C)C.CON(C)C([C:21]1[S:22][CH:23]=[CH:24][CH:25]=1)=O.[Li]CCCC. Product: [S:22]1[CH:23]=[CH:24][CH:25]=[C:21]1[C:6]1[NH:7][C:8]2=[N:9][CH:10]=[CH:11][CH:12]=[C:13]2[CH:14]=1. The catalyst class is: 1.